Predict the reactants needed to synthesize the given product. From a dataset of Full USPTO retrosynthesis dataset with 1.9M reactions from patents (1976-2016). (1) The reactants are: Cl.[CH3:2][O:3][C:4]1[CH:5]=[C:6]([NH:10]N)[CH:7]=[CH:8][CH:9]=1.[C:12]1(=O)[C:20]2[C:15](=[CH:16][CH:17]=[CH:18][CH:19]=2)[CH2:14][CH2:13]1. Given the product [CH3:2][O:3][C:4]1[CH:9]=[CH:8][C:7]2[C:13]3[CH2:12][C:20]4[C:15](=[CH:16][CH:17]=[CH:18][CH:19]=4)[C:14]=3[NH:10][C:6]=2[CH:5]=1, predict the reactants needed to synthesize it. (2) Given the product [CH2:2]([O:9][C:10]([N:12]1[CH2:16][CH2:15][CH2:14][CH:13]1[C:17]([O:19][CH2:20][CH3:21])=[S:28])=[O:11])[C:3]1[CH:8]=[CH:7][CH:6]=[CH:5][CH:4]=1, predict the reactants needed to synthesize it. The reactants are: Cl.[CH2:2]([O:9][C:10]([N:12]1[CH2:16][CH2:15][CH2:14][CH:13]1[C:17]([O:19][CH2:20][CH3:21])=N)=[O:11])[C:3]1[CH:8]=[CH:7][CH:6]=[CH:5][CH:4]=1.N1C=CC=CC=1.[SH2:28]. (3) Given the product [CH2:1]([O:8][C:38]1[N:39]=[N:40][C:35](/[CH:34]=[CH:33]/[C:27]2[CH:32]=[CH:31][CH:30]=[CH:29][CH:28]=2)=[CH:36][C:37]=1[O:44][CH2:21][C:15]1[CH:20]=[CH:19][CH:18]=[CH:17][CH:16]=1)[C:2]1[CH:7]=[CH:6][CH:5]=[CH:4][CH:3]=1, predict the reactants needed to synthesize it. The reactants are: [CH2:1]([OH:8])[C:2]1[CH:7]=[CH:6][CH:5]=[CH:4][CH:3]=1.C(O[K])(C)(C)C.[C:15]1([CH3:21])[CH:20]=[CH:19][CH:18]=[CH:17][CH:16]=1.CN(C)C=O.[C:27]1(/[CH:33]=[CH:34]/[C:35]2[N:40]=[N:39][C:38]3OC4C=CC=CC=4[O:44][C:37]=3[CH:36]=2)[CH:32]=[CH:31][CH:30]=[CH:29][CH:28]=1. (4) Given the product [NH2:1][C:2]1[CH:7]=[C:6]([F:8])[C:5]([CH2:9][C:10]#[N:11])=[C:4]([Br:12])[C:3]=1[Cl:13], predict the reactants needed to synthesize it. The reactants are: [NH2:1][C:2]1[CH:7]=[C:6]([F:8])[C:5]([CH2:9][C:10]#[N:11])=[C:4]([Br:12])[CH:3]=1.[Cl:13]N1C(C)(C)C(=O)N(Cl)C1=O.C(OCC)(=O)C. (5) Given the product [CH3:28][CH:13]1[CH2:14][CH2:15][CH2:9][CH2:10][CH2:11][C:12]1([C:20]1[CH:25]=[CH:24][CH:23]=[C:22]([F:26])[C:21]=1[CH3:27])[C:16]([OH:18])=[O:17], predict the reactants needed to synthesize it. The reactants are: FC(S(O[C:9]1[CH2:10][CH2:11][C:12]([C:20]2[CH:25]=[CH:24][CH:23]=[C:22]([F:26])[C:21]=2[CH3:27])([C:16]([O:18]C)=[O:17])[CH2:13][CH2:14][CH:15]=1)(=O)=O)(F)C.[CH:28]([O-])=O.[NH4+]. (6) Given the product [O:24]1[CH2:25][CH2:26][N:21]([CH2:20][C:17]2[CH:18]=[CH:19][C:14]([NH:13][C:6]3[N:5]=[C:4]([NH:31][CH:28]([CH3:30])[CH3:29])[C:9]([C:10]([NH2:12])=[O:11])=[CH:8][N:7]=3)=[CH:15][CH:16]=2)[CH2:22][CH2:23]1, predict the reactants needed to synthesize it. The reactants are: CS([C:4]1[C:9]([C:10]([NH2:12])=[O:11])=[CH:8][N:7]=[C:6]([NH:13][C:14]2[CH:19]=[CH:18][C:17]([CH2:20][N+:21]3([O-])[CH2:26][CH2:25][O:24][CH2:23][CH2:22]3)=[CH:16][CH:15]=2)[N:5]=1)=O.[CH:28]([NH2:31])([CH3:30])[CH3:29].C(N(C(C)C)CC)(C)C.S([O-])(O)=O.[Na+].N.